Dataset: Full USPTO retrosynthesis dataset with 1.9M reactions from patents (1976-2016). Task: Predict the reactants needed to synthesize the given product. Given the product [Cl:1][C:2]1[CH:3]=[C:4]([CH:20]=[CH:21][CH:22]=1)[CH2:5][O:6][C:7]1[CH:16]=[C:15]2[C:10]([CH:11]=[C:12]([C:17]([NH:23][CH2:24][CH2:25][NH:26][C:27](=[O:33])[O:28][C:29]([CH3:31])([CH3:30])[CH3:32])=[O:18])[CH:13]=[N:14]2)=[CH:9][CH:8]=1, predict the reactants needed to synthesize it. The reactants are: [Cl:1][C:2]1[CH:3]=[C:4]([CH:20]=[CH:21][CH:22]=1)[CH2:5][O:6][C:7]1[CH:16]=[C:15]2[C:10]([CH:11]=[C:12]([C:17](Cl)=[O:18])[CH:13]=[N:14]2)=[CH:9][CH:8]=1.[NH2:23][CH2:24][CH2:25][NH:26][C:27](=[O:33])[O:28][C:29]([CH3:32])([CH3:31])[CH3:30].C(N(CC)CC)C.